Dataset: Peptide-MHC class I binding affinity with 185,985 pairs from IEDB/IMGT. Task: Regression. Given a peptide amino acid sequence and an MHC pseudo amino acid sequence, predict their binding affinity value. This is MHC class I binding data. The peptide sequence is SSEDLNGMI. The MHC is HLA-A01:01 with pseudo-sequence HLA-A01:01. The binding affinity (normalized) is 0.0847.